Dataset: Forward reaction prediction with 1.9M reactions from USPTO patents (1976-2016). Task: Predict the product of the given reaction. (1) Given the reactants [NH2:1][CH2:2][C:3]1([CH2:16][NH2:17])[CH2:8][CH2:7][N:6]([CH2:9][C:10]2[CH:15]=[CH:14][CH:13]=[CH:12][CH:11]=2)[CH2:5][CH2:4]1.CO.OO.[O-]Cl.[Na+], predict the reaction product. The product is: [CH2:9]([N:6]1[CH2:5][CH2:4][C:3]2([CH2:2][N:1]=[N:17][CH2:16]2)[CH2:8][CH2:7]1)[C:10]1[CH:15]=[CH:14][CH:13]=[CH:12][CH:11]=1. (2) Given the reactants Br[C:2]1[CH:9]=[CH:8][C:5]([CH:6]=[O:7])=[CH:4][N:3]=1.CCN(CC)CC.C1C=CC(P(C2C=CC=CC=2)C2C=CC=CC=2)=CC=1.[CH2:36]([C:40]1[CH:45]=[CH:44][C:43]([C:46]#[CH:47])=[CH:42][CH:41]=1)[CH2:37][CH2:38][CH3:39].Cl, predict the reaction product. The product is: [CH2:36]([C:40]1[CH:41]=[CH:42][C:43]([C:46]#[C:47][C:2]2[CH:9]=[CH:8][C:5]([CH:6]=[O:7])=[CH:4][N:3]=2)=[CH:44][CH:45]=1)[CH2:37][CH2:38][CH3:39].